From a dataset of Catalyst prediction with 721,799 reactions and 888 catalyst types from USPTO. Predict which catalyst facilitates the given reaction. (1) Reactant: [C:1](OCCOC(=O)C(C)=C)(=O)C(C)=C.O[P:16]([O-:19])(O)=O.OP([O-])([O-])=O.[Na+].[Na+].[Na+].[Cl-].[Cl-].[K+].[K+].C[C@H]1[C@](O)(C(CO)=O)[C@]2(C)[C@H:35]([C@H:36]3[C@:46](F)([C@@H:47]([OH:57])C2)[C@:45]2([CH3:59])[C:39](=CC(C=C2)=O)[CH2:38][CH2:37]3)C1.C[C@H]1[C@](OC(C)=O)(C(CO)=O)[C@:77]2(C)[C@H:63]([C@H:64]3[C@:74](F)([C@@H:75](O)[CH2:76]2)[C@]2(C)C(=CC(C=C2)=O)CC3)C1.CCCCCCCC/C=C\CC[CH2:103][CH2:104][CH2:105][CH2:106][CH2:107][CH2:108]OCCO.CCCCCCCCCCCCCCCCCCOCCOCCOCCOCCOCCOCCOCCOCCOCCOCCOCCOCCOCCOCCOCCOCCOCCOCCOCCOCCO. Product: [CH3:59][C:45]1[CH:39]=[C:38]([CH3:1])[CH:37]=[C:36]([CH3:35])[C:46]=1[C:47]([P:16](=[O:19])([C:103]1[CH:104]=[CH:105][CH:106]=[CH:107][CH:108]=1)[C:63]1[CH:77]=[CH:76][CH:75]=[CH:74][CH:64]=1)=[O:57]. The catalyst class is: 192. (2) Reactant: Br[C:2]1[CH:3]=[N:4][C:5]([N:8]2[CH2:13][CH2:12][CH2:11][C@H:10]([CH2:14][N:15]3[C:19]4=[N:20][C:21]([C:24]5[CH:25]=[N:26][N:27]([CH3:29])[CH:28]=5)=[CH:22][N:23]=[C:18]4[N:17]=[N:16]3)[CH2:9]2)=[N:6][CH:7]=1.CC1(C)C(C)(C)OB([C:38]2[CH:53]=[CH:52][C:41]([CH2:42][N:43]3[CH2:48][CH2:47][N:46]([C:49](=[O:51])[CH3:50])[CH2:45][CH2:44]3)=[CH:40][CH:39]=2)O1.C([O-])([O-])=O.[K+].[K+]. Product: [CH3:29][N:27]1[CH:28]=[C:24]([C:21]2[N:20]=[C:19]3[N:15]([CH2:14][C@H:10]4[CH2:11][CH2:12][CH2:13][N:8]([C:5]5[N:4]=[CH:3][C:2]([C:38]6[CH:53]=[CH:52][C:41]([CH2:42][N:43]7[CH2:48][CH2:47][N:46]([C:49](=[O:51])[CH3:50])[CH2:45][CH2:44]7)=[CH:40][CH:39]=6)=[CH:7][N:6]=5)[CH2:9]4)[N:16]=[N:17][C:18]3=[N:23][CH:22]=2)[CH:25]=[N:26]1. The catalyst class is: 117. (3) Reactant: [CH2:1]([N:8]1[C:16]2[C:11](=[CH:12][CH:13]=[C:14]([C:17]3[CH:22]=[CH:21][CH:20]=[CH:19][CH:18]=3)[CH:15]=2)[C:10]([C:23](=[O:29])[C:24]([O:26]CC)=[O:25])=[CH:9]1)[C:2]1[CH:7]=[CH:6][CH:5]=[CH:4][CH:3]=1.[OH-].[K+]. Product: [CH2:1]([N:8]1[C:16]2[C:11](=[CH:12][CH:13]=[C:14]([C:17]3[CH:18]=[CH:19][CH:20]=[CH:21][CH:22]=3)[CH:15]=2)[C:10]([C:23](=[O:29])[C:24]([OH:26])=[O:25])=[CH:9]1)[C:2]1[CH:3]=[CH:4][CH:5]=[CH:6][CH:7]=1. The catalyst class is: 20. (4) Reactant: [Cl:1][C:2]1[CH:7]=[C:6]([N+:8]([O-:10])=[O:9])[CH:5]=[CH:4][C:3]=1[CH2:11]O.[Br:13]P(Br)Br. Product: [Br:13][CH2:11][C:3]1[CH:4]=[CH:5][C:6]([N+:8]([O-:10])=[O:9])=[CH:7][C:2]=1[Cl:1]. The catalyst class is: 4.